From a dataset of Reaction yield outcomes from USPTO patents with 853,638 reactions. Predict the reaction yield, written as a fraction of the theoretical maximum amount of product (1.0 means a 100% yield; for example, 0.34 means a 34% yield). (1) The reactants are [BH4-].[Na+].[C:3]1([S:9]([N:12]2[C:20]3[C:15](=[CH:16][C:17]([C:21](=O)[CH3:22])=[CH:18][CH:19]=3)[CH2:14][CH2:13]2)(=[O:11])=[O:10])[CH:8]=[CH:7][CH:6]=[CH:5][CH:4]=1.O.[OH-].[Na+]. The catalyst is C(O)(C(F)(F)F)=O. The product is [CH2:21]([C:17]1[CH:16]=[C:15]2[C:20](=[CH:19][CH:18]=1)[N:12]([S:9]([C:3]1[CH:8]=[CH:7][CH:6]=[CH:5][CH:4]=1)(=[O:11])=[O:10])[CH2:13][CH2:14]2)[CH3:22]. The yield is 0.470. (2) The reactants are [OH:1][C:2]([C:4]([F:7])([F:6])[F:5])=[O:3].[C:8]([C:12]1[N:13](O)[C:14]2[C:23]3[CH:22]=[N:21][N:20]=[C:19]([O:24][CH3:25])[C:18]=3[C:17]3[CH:26]=[C:27]([F:30])[CH:28]=[CH:29][C:16]=3[C:15]=2[N:31]=1)([CH3:11])([CH3:10])[CH3:9].C(P(CC)CC)C. The catalyst is CN(C)C(=O)C. The product is [OH:3][C:2]([C:4]([F:7])([F:6])[F:5])=[O:1].[C:8]([C:12]1[NH:13][C:14]2[C:23]3[CH:22]=[N:21][N:20]=[C:19]([O:24][CH3:25])[C:18]=3[C:17]3[C:16](=[CH:29][CH:28]=[C:27]([F:30])[CH:26]=3)[C:15]=2[N:31]=1)([CH3:11])([CH3:9])[CH3:10]. The yield is 0.400. (3) The reactants are [C:1]([O:5][C:6](=[O:41])[C:7]1[CH:12]=[CH:11][C:10]([CH2:13][CH2:14][S:15]([N:18]2[CH2:39][CH2:38][C:21]3([N:25]=[C:24]([C:26]4[CH:31]=[C:30]([C:32]([F:35])([F:34])[F:33])[CH:29]=[C:28]([OH:36])[CH:27]=4)[NH:23][C:22]3=[O:37])[CH2:20][CH2:19]2)(=[O:17])=[O:16])=[C:9]([CH3:40])[CH:8]=1)([CH3:4])([CH3:3])[CH3:2].[C:42]([O:46][C:47]([N:49]([CH3:72])[CH2:50][CH2:51][O:52][CH2:53][C:54]([F:71])([F:70])[C:55]([F:69])([F:68])[C:56]([F:67])([F:66])[CH2:57]OS(C(F)(F)F)(=O)=O)=[O:48])([CH3:45])([CH3:44])[CH3:43].C(=O)([O-])[O-].[K+].[K+]. The catalyst is CN(C=O)C. The product is [C:1]([O:5][C:6](=[O:41])[C:7]1[CH:12]=[CH:11][C:10]([CH2:13][CH2:14][S:15]([N:18]2[CH2:19][CH2:20][C:21]3([N:25]=[C:24]([C:26]4[CH:31]=[C:30]([C:32]([F:34])([F:33])[F:35])[CH:29]=[C:28]([O:36][CH2:57][C:56]([F:66])([F:67])[C:55]([F:68])([F:69])[C:54]([F:70])([F:71])[CH2:53][O:52][CH2:51][CH2:50][N:49]([C:47]([O:46][C:42]([CH3:43])([CH3:44])[CH3:45])=[O:48])[CH3:72])[CH:27]=4)[NH:23][C:22]3=[O:37])[CH2:38][CH2:39]2)(=[O:16])=[O:17])=[C:9]([CH3:40])[CH:8]=1)([CH3:4])([CH3:3])[CH3:2]. The yield is 0.460. (4) The reactants are [Cl:1][C:2]1[CH:9]=[CH:8][C:5]([CH2:6][SH:7])=[CH:4][CH:3]=1.[CH3:10][C:11]([CH3:14])([O-:13])[CH3:12].[K+].[O:16]1[CH2:20][CH2:19][NH:18][C:17]1=O.[C:22](O)(C)(C)C. No catalyst specified. The product is [Cl:1][C:2]1[CH:9]=[CH:8][C:5]([CH2:6][S:7][CH2:22][CH2:17][NH:18][CH2:19][C:20]([O:13][C:11]([CH3:14])([CH3:12])[CH3:10])=[O:16])=[CH:4][CH:3]=1. The yield is 0.620. (5) The reactants are [OH:1][C:2]1[CH:7]=[CH:6][CH:5]=[CH:4][C:3]=1[N+:8]([O-:10])=[O:9].[H-].[Na+].Br[CH2:14][O:15][CH3:16].CN([CH:20]=[O:21])C. No catalyst specified. The product is [CH3:14][O:15][CH2:16][O:1][C:2]1[CH:7]=[C:6]([O:21][CH3:20])[CH:5]=[CH:4][C:3]=1[N+:8]([O-:10])=[O:9]. The yield is 0.880.